Dataset: Reaction yield outcomes from USPTO patents with 853,638 reactions. Task: Predict the reaction yield, written as a fraction of the theoretical maximum amount of product (1.0 means a 100% yield; for example, 0.34 means a 34% yield). The reactants are [C:1]([O:5][C:6](=[O:23])[C@@H:7]([CH:20]([CH3:22])[CH3:21])[NH:8][S:9]([C:12]1[CH:17]=[CH:16][C:15]([O:18][CH3:19])=[CH:14][CH:13]=1)(=[O:11])=[O:10])([CH3:4])([CH3:3])[CH3:2].[H-].[Na+].I[CH3:27]. The catalyst is CN(C=O)C.CCOCC. The product is [C:1]([O:5][C:6](=[O:23])[CH:7]([N:8]([S:9]([C:12]1[CH:13]=[CH:14][C:15]([O:18][CH3:19])=[CH:16][CH:17]=1)(=[O:11])=[O:10])[CH3:27])[CH:20]([CH3:21])[CH3:22])([CH3:4])([CH3:3])[CH3:2]. The yield is 0.950.